Dataset: Full USPTO retrosynthesis dataset with 1.9M reactions from patents (1976-2016). Task: Predict the reactants needed to synthesize the given product. (1) Given the product [CH3:14][C:8]1([OH:13])[CH2:9][C@H:10]2[C:2]3([O:3][CH2:4][CH2:5][O:1]3)[C@H:6]([CH2:12][CH2:11]2)[CH2:7]1, predict the reactants needed to synthesize it. The reactants are: [O:1]1[CH2:5][CH2:4][O:3][C:2]21[C@H:10]1[CH2:11][CH2:12][C@@H:6]2[CH2:7][C:8](=[O:13])[CH2:9]1.[CH3:14][Mg]Br. (2) Given the product [CH3:1][N:2]1[CH:7]2[CH2:8][CH2:9][CH:3]1[CH2:4][CH:5]([S:10]([C:11]1[CH:16]=[CH:15][C:14]([NH:17][C:18]([C:20]3[CH:24]=[CH:23][S:22][CH:21]=3)=[O:19])=[CH:13][CH:12]=1)(=[O:25])=[O:31])[CH2:6]2, predict the reactants needed to synthesize it. The reactants are: [CH3:1][N:2]1[CH:7]2[CH2:8][CH2:9][CH:3]1[CH2:4][CH:5]([S:10][C:11]1[CH:16]=[CH:15][C:14]([NH:17][C:18]([C:20]3[CH:24]=[CH:23][S:22][CH:21]=3)=[O:19])=[CH:13][CH:12]=1)[CH2:6]2.[OH:25]OS([O-])=O.[K+].[OH2:31]. (3) Given the product [NH2:1][C:2]1[CH:3]=[C:4]([NH:30][CH2:23][C:24]2[CH:29]=[CH:28][CH:27]=[CH:26][CH:25]=2)[C:5]([C:13]#[N:14])=[C:6]([C:8]2[O:9][CH:10]=[CH:11][CH:12]=2)[N:7]=1, predict the reactants needed to synthesize it. The reactants are: [NH2:1][C:2]1[N:7]=[C:6]([C:8]2[O:9][CH:10]=[CH:11][CH:12]=2)[C:5]([C:13]#[N:14])=[C:4](OS(C(F)(F)F)(=O)=O)[CH:3]=1.[CH2:23]([NH2:30])[C:24]1[CH:29]=[CH:28][CH:27]=[CH:26][CH:25]=1. (4) Given the product [CH3:1][N:2]([CH3:11])[C:3]1[CH:8]=[CH:7][CH:6]=[CH:5][C:4]=1[CH:9]=[O:10], predict the reactants needed to synthesize it. The reactants are: [CH3:1][N:2]([CH3:11])[C:3]1[CH:8]=[CH:7][CH:6]=[CH:5][C:4]=1[CH2:9][OH:10].CC(OI1(OC(C)=O)(OC(C)=O)OC(=O)C2C=CC=CC1=2)=O.C([O-])(O)=O.[Na+]. (5) Given the product [CH3:25][CH:24]([CH3:26])[CH2:23][CH2:22][N:11]([CH2:10][C:2]1[N:3]([CH2:28][CH2:29][C:30]#[N:31])[C:4]2[CH:9]=[CH:8][CH:7]=[CH:6][C:5]=2[N:1]=1)[CH:12]1[C:21]2[N:20]=[CH:19][CH:18]=[CH:17][C:16]=2[CH2:15][CH2:14][CH2:13]1, predict the reactants needed to synthesize it. The reactants are: [NH:1]1[C:5]2[CH:6]=[CH:7][CH:8]=[CH:9][C:4]=2[N:3]=[C:2]1[CH2:10][N:11]([CH2:22][CH2:23][CH:24]([CH3:26])[CH3:25])[CH:12]1[C:21]2[N:20]=[CH:19][CH:18]=[CH:17][C:16]=2[CH2:15][CH2:14][CH2:13]1.Br[CH2:28][CH2:29][C:30]#[N:31].CN(CC1N(CC2C=NC=CC=2)C2C=CC=CC=2N=1)C1C2N=CC=CC=2CCC1. (6) Given the product [Br:10][C:9]1[CH:8]=[CH:7][CH:6]=[C:5]2[C:4]=1[NH:3][C:13](=[O:15])[CH:12]=[N:11]2, predict the reactants needed to synthesize it. The reactants are: OO.[NH2:3][C:4]1[C:9]([Br:10])=[CH:8][CH:7]=[CH:6][C:5]=1[NH:11][CH2:12][C:13]([O:15]CC)=O.[OH-].[Na+].Cl.